From a dataset of Reaction yield outcomes from USPTO patents with 853,638 reactions. Predict the reaction yield, written as a fraction of the theoretical maximum amount of product (1.0 means a 100% yield; for example, 0.34 means a 34% yield). (1) The reactants are [C:1]([O:5][C:6]([NH:8][CH2:9][C:10]1[C:11]([CH2:27][CH:28]([CH3:30])[CH3:29])=[N:12][C:13]([CH3:26])=[C:14]([C:18]=1[C:19]1[CH:24]=[CH:23][C:22]([CH3:25])=[CH:21][CH:20]=1)[C:15]([OH:17])=[O:16])=[O:7])([CH3:4])([CH3:3])[CH3:2].Br[CH2:32][CH2:33][CH2:34][C:35]([O:37][CH2:38][CH3:39])=[O:36].C(=O)([O-])[O-].[K+].[K+]. The catalyst is CN(C)C=O. The product is [C:1]([O:5][C:6]([NH:8][CH2:9][C:10]1[C:11]([CH2:27][CH:28]([CH3:30])[CH3:29])=[N:12][C:13]([CH3:26])=[C:14]([C:18]=1[C:19]1[CH:24]=[CH:23][C:22]([CH3:25])=[CH:21][CH:20]=1)[C:15]([O:17][CH2:32][CH2:33][CH2:34][C:35]([O:37][CH2:38][CH3:39])=[O:36])=[O:16])=[O:7])([CH3:4])([CH3:3])[CH3:2]. The yield is 0.850. (2) The reactants are C1(N2CCC3(CC4C=C(C5C=CC(CN)=CC=5)C=CC=4O3)CC2)CCC1.[CH3:27][N:28]1[CH2:33][CH2:32][CH:31]([N:34]2[CH2:39][CH2:38][C:37]3([CH2:43][C:42]4[CH:44]=[C:45]([C:48]5[CH:55]=[CH:54][C:51]([C:52]#[N:53])=[CH:50][CH:49]=5)[CH:46]=[CH:47][C:41]=4[O:40]3)[CH2:36][CH2:35]2)[CH2:30][CH2:29]1. No catalyst specified. The product is [CH3:27][N:28]1[CH2:29][CH2:30][CH:31]([N:34]2[CH2:35][CH2:36][C:37]3([CH2:43][C:42]4[CH:44]=[C:45]([C:48]5[CH:49]=[CH:50][C:51]([CH2:52][NH2:53])=[CH:54][CH:55]=5)[CH:46]=[CH:47][C:41]=4[O:40]3)[CH2:38][CH2:39]2)[CH2:32][CH2:33]1. The yield is 0.480. (3) The reactants are [C:1]1([C:7]2[CH:12]=[CH:11][N:10]=[CH:9][CH:8]=2)[CH:6]=[CH:5][CH:4]=[CH:3][CH:2]=1.[CH2:13]1[CH2:19][S:16](=[O:18])(=[O:17])[O:15][CH2:14]1.[BH4-].[Na+].O. The catalyst is CC(C)=O.CO. The product is [C:1]1([C:7]2[CH2:12][CH2:11][N:10]([CH2:14][CH2:13][CH2:19][S:16]([OH:18])(=[O:17])=[O:15])[CH2:9][CH:8]=2)[CH:2]=[CH:3][CH:4]=[CH:5][CH:6]=1. The yield is 0.930. (4) The reactants are [NH2:1][C:2]1[CH:3]=[CH:4][CH:5]=[C:6]2[C:11]=1[CH2:10][C:9](=[O:12])[CH2:8][CH2:7]2.[BH4-].[Na+].O. The catalyst is CO. The product is [NH2:1][C:2]1[CH:3]=[CH:4][CH:5]=[C:6]2[C:11]=1[CH2:10][CH:9]([OH:12])[CH2:8][CH2:7]2. The yield is 0.710. (5) The reactants are NC1(C2C=CC(C3C(C4C=CC=CC=4)=CC4C(=O)CCCC=4N=3)=CC=2)CCC1.C(OC(=O)[NH:35][C:36]1([C:40]2[CH:45]=[CH:44][C:43]([C:46]3[C:55]([C:56]4[CH:61]=[CH:60][CH:59]=[CH:58][CH:57]=4)=[CH:54][C:53]4[C:52](=[O:62])[NH:51][CH2:50][CH2:49][C:48]=4[N:47]=3)=[CH:42][CH:41]=2)[CH2:39][CH2:38][CH2:37]1)(C)(C)C. No catalyst specified. The product is [NH2:35][C:36]1([C:40]2[CH:41]=[CH:42][C:43]([C:46]3[C:55]([C:56]4[CH:61]=[CH:60][CH:59]=[CH:58][CH:57]=4)=[CH:54][C:53]4[C:52](=[O:62])[NH:51][CH2:50][CH2:49][C:48]=4[N:47]=3)=[CH:44][CH:45]=2)[CH2:39][CH2:38][CH2:37]1. The yield is 0.690. (6) The reactants are [Cl:1][C:2]1[CH:3]=[C:4]2[C:8](=[CH:9][CH:10]=1)[N:7]([C:11]1[N:15]([CH3:16])[N:14]=[C:13]([CH3:17])[C:12]=1[CH2:18][CH:19]=[O:20])[CH:6]=[CH:5]2.P([O-])(O)(O)=[O:22].[Na+].Cl([O-])=O.[Na+].CC(=CC)C. The catalyst is C(O)(C)(C)C.O. The product is [Cl:1][C:2]1[CH:3]=[C:4]2[C:8](=[CH:9][CH:10]=1)[N:7]([C:11]1[N:15]([CH3:16])[N:14]=[C:13]([CH3:17])[C:12]=1[CH2:18][C:19]([OH:22])=[O:20])[CH:6]=[CH:5]2. The yield is 0.780.